This data is from Catalyst prediction with 721,799 reactions and 888 catalyst types from USPTO. The task is: Predict which catalyst facilitates the given reaction. (1) Reactant: [CH3:1][C:2]1([CH3:48])[CH2:6][C:5]2([CH2:11][CH2:10][CH2:9][N:8]([CH:12]3[CH2:17][CH2:16][N:15]([C:18]([C:20]4[CH:21]=[C:22]([C:31]5[CH:46]=[CH:45][C:34]([C:35]([O:37]CC6C=CC=CC=6)=[O:36])=[CH:33][CH:32]=5)[S:23][C:24]=4[NH:25][C:26](=[O:30])[NH:27][CH2:28][CH3:29])=[O:19])[CH2:14][CH2:13]3)[CH2:7]2)[C:4](=[O:47])[O:3]1. Product: [CH3:48][C:2]1([CH3:1])[CH2:6][C:5]2([CH2:11][CH2:10][CH2:9][N:8]([CH:12]3[CH2:17][CH2:16][N:15]([C:18]([C:20]4[CH:21]=[C:22]([C:31]5[CH:46]=[CH:45][C:34]([C:35]([OH:37])=[O:36])=[CH:33][CH:32]=5)[S:23][C:24]=4[NH:25][C:26](=[O:30])[NH:27][CH2:28][CH3:29])=[O:19])[CH2:14][CH2:13]3)[CH2:7]2)[C:4](=[O:47])[O:3]1. The catalyst class is: 178. (2) Product: [NH2:2][C@H:3]([C:5]([O:7][C:8]([CH3:11])([CH3:10])[CH3:9])=[O:6])[CH3:4]. Reactant: Cl.[NH2:2][C@H:3]([C:5]([O:7][C:8]([CH3:11])([CH3:10])[CH3:9])=[O:6])[CH3:4].C(Cl)Cl.CC(C=O)(C)C. The catalyst class is: 28. (3) Reactant: [Br:1][C:2]1[CH:7]=[C:6]([N+:8]([O-:10])=[O:9])[CH:5]=[C:4]([CH2:11]Br)[CH:3]=1.[OH:13][CH2:14][C:15]1([C:28]2[CH:33]=[CH:32][CH:31]=[CH:30][CH:29]=2)[CH2:20][CH2:19][N:18]([C:21]([O:23][C:24]([CH3:27])([CH3:26])[CH3:25])=[O:22])[CH2:17][CH2:16]1.[H-].[Na+]. Product: [Br:1][C:2]1[CH:3]=[C:4]([CH:5]=[C:6]([N+:8]([O-:10])=[O:9])[CH:7]=1)[CH2:11][O:13][CH2:14][C:15]1([C:28]2[CH:29]=[CH:30][CH:31]=[CH:32][CH:33]=2)[CH2:20][CH2:19][N:18]([C:21]([O:23][C:24]([CH3:26])([CH3:27])[CH3:25])=[O:22])[CH2:17][CH2:16]1. The catalyst class is: 35. (4) Reactant: [CH3:1]C(O)C.[H-].[Na+].[Na].[C:8]([O:12][C:13]([NH:15][C@H:16]([C:20]([OH:22])=[O:21])[C@@H:17]([CH3:19])[OH:18])=[O:14])([CH3:11])([CH3:10])[CH3:9]. Product: [C:8]([O:12][C:13]([NH:15][C@H:16]([C:20]([OH:22])=[O:21])[C@@H:17]([CH3:19])[O:18][CH3:1])=[O:14])([CH3:9])([CH3:10])[CH3:11]. The catalyst class is: 7.